From a dataset of Catalyst prediction with 721,799 reactions and 888 catalyst types from USPTO. Predict which catalyst facilitates the given reaction. (1) Reactant: Cl[C:2]1[CH:7]=[CH:6][N:5]2[N:8]=[C:9]([C:23]3[CH:28]=[CH:27][C:26]([F:29])=[CH:25][CH:24]=3)[C:10]([C:11]3[CH:16]=[CH:15][N:14]=[C:13]([NH:17][CH:18]4[CH2:22][CH2:21][CH2:20][CH2:19]4)[N:12]=3)=[C:4]2[CH:3]=1.C1(P(C2C=CC=CC=2)C2C=CC3C(=CC=CC=3)C=2C2C3C(=CC=CC=3)C=CC=2P(C2C=CC=CC=2)C2C=CC=CC=2)C=CC=CC=1.C(=O)([O-])[O-].[Cs+].[Cs+].C(OCC)(=O)C.[CH:88]1([NH2:93])[CH2:92][CH2:91][CH2:90][CH2:89]1. Product: [CH:88]1([NH:93][C:2]2[CH:7]=[CH:6][N:5]3[N:8]=[C:9]([C:23]4[CH:28]=[CH:27][C:26]([F:29])=[CH:25][CH:24]=4)[C:10]([C:11]4[CH:16]=[CH:15][N:14]=[C:13]([NH:17][CH:18]5[CH2:22][CH2:21][CH2:20][CH2:19]5)[N:12]=4)=[C:4]3[CH:3]=2)[CH2:92][CH2:91][CH2:90][CH2:89]1. The catalyst class is: 713. (2) Reactant: [CH:1]1([CH2:7][CH2:8][CH2:9][C@@H:10]([C:19]2[O:23][N:22]=[C:21]([C:24]([N:26]3[CH2:35][CH2:34][C:33]4[C:28](=[CH:29][CH:30]=[CH:31][CH:32]=4)[CH2:27]3)=[O:25])[N:20]=2)[CH2:11][C:12]([O:14]C(C)(C)C)=[O:13])[CH2:6][CH2:5][CH2:4][CH2:3][CH2:2]1.FC(F)(F)C(O)=O. Product: [CH:1]1([CH2:7][CH2:8][CH2:9][C@@H:10]([C:19]2[O:23][N:22]=[C:21]([C:24]([N:26]3[CH2:35][CH2:34][C:33]4[C:28](=[CH:29][CH:30]=[CH:31][CH:32]=4)[CH2:27]3)=[O:25])[N:20]=2)[CH2:11][C:12]([OH:14])=[O:13])[CH2:2][CH2:3][CH2:4][CH2:5][CH2:6]1. The catalyst class is: 4. (3) Reactant: [Cl:1][C:2]1[CH:7]=[C:6]([Cl:8])[N:5]=[N:4][C:3]=1[C:9]([O:11]C)=[O:10].[Li+].[OH-].Cl. Product: [Cl:1][C:2]1[CH:7]=[C:6]([Cl:8])[N:5]=[N:4][C:3]=1[C:9]([OH:11])=[O:10]. The catalyst class is: 20. (4) Reactant: [C:1]([C:3]1[C:11]2[C:10]([O:12][C@H:13]3[CH2:16][C@H:15]([NH:17][C:18](=[O:21])[CH:19]=[CH2:20])[CH2:14]3)=[N:9][C:8]([NH:22][C:23]3[CH:24]=[N:25][N:26]([CH3:28])[CH:27]=3)=[N:7][C:6]=2[N:5](COCC[Si](C)(C)C)[CH:4]=1)#[N:2].C(O)(C(F)(F)F)=O.O. Product: [C:1]([C:3]1[C:11]2[C:10]([O:12][CH:13]3[CH2:16][CH:15]([NH:17][C:18](=[O:21])[CH:19]=[CH2:20])[CH2:14]3)=[N:9][C:8]([NH:22][C:23]3[CH:24]=[N:25][N:26]([CH3:28])[CH:27]=3)=[N:7][C:6]=2[NH:5][CH:4]=1)#[N:2]. The catalyst class is: 2. (5) Reactant: [Cl:1][C:2]1[C:10]2[C:5](=[CH:6][CH:7]=[C:8]([NH:11][C:12]3[N:17]=[C:16]([N:18]4[CH:22]=[C:21]([CH2:23][N:24]5[CH2:27][CH:26]([OH:28])[CH2:25]5)[C:20]([CH3:29])=[N:19]4)[CH:15]=[CH:14][N:13]=3)[CH:9]=2)[N:4]([CH3:30])[CH:3]=1.[CH3:31][S:32](O)(=[O:34])=[O:33]. Product: [CH3:31][S:32]([O:28][CH:26]1[CH2:25][N:24]([CH2:23][C:21]2[C:20]([CH3:29])=[N:19][N:18]([C:16]3[CH:15]=[CH:14][N:13]=[C:12]([NH:11][C:8]4[CH:9]=[C:10]5[C:5](=[CH:6][CH:7]=4)[N:4]([CH3:30])[CH:3]=[C:2]5[Cl:1])[N:17]=3)[CH:22]=2)[CH2:27]1)(=[O:34])=[O:33]. The catalyst class is: 5. (6) Reactant: [CH3:1][C@:2]1([OH:9])[CH2:8][C:6](=[O:7])[O:5][CH2:4][CH2:3]1.[CH2:10]([CH2:12][NH2:13])[OH:11]. Product: [OH:9][C:2]([CH3:1])([CH2:3][CH2:4][OH:5])[CH2:8][C:6]([NH:13][CH2:12][CH2:10][OH:11])=[O:7]. The catalyst class is: 1.